Dataset: Merck oncology drug combination screen with 23,052 pairs across 39 cell lines. Task: Regression. Given two drug SMILES strings and cell line genomic features, predict the synergy score measuring deviation from expected non-interaction effect. (1) Cell line: A427. Drug 2: CCN(CC)CCNC(=O)c1c(C)[nH]c(C=C2C(=O)Nc3ccc(F)cc32)c1C. Drug 1: O=P1(N(CCCl)CCCl)NCCCO1. Synergy scores: synergy=3.46. (2) Drug 1: Nc1ccn(C2OC(CO)C(O)C2(F)F)c(=O)n1. Drug 2: COC1CC2CCC(C)C(O)(O2)C(=O)C(=O)N2CCCCC2C(=O)OC(C(C)CC2CCC(OP(C)(C)=O)C(OC)C2)CC(=O)C(C)C=C(C)C(O)C(OC)C(=O)C(C)CC(C)C=CC=CC=C1C. Cell line: SKMEL30. Synergy scores: synergy=16.4.